From a dataset of Forward reaction prediction with 1.9M reactions from USPTO patents (1976-2016). Predict the product of the given reaction. (1) Given the reactants [Cl:1][C:2]1[CH:3]=[C:4]([CH:14]=[C:15]([Cl:17])[CH:16]=1)[O:5][C:6]1[CH:7]=[C:8]([CH:11]=[CH:12][CH:13]=1)[CH:9]=O.[CH3:18][CH:19]([CH3:35])[C:20]([NH:22][C:23]1[CH:28]=[CH:27][CH:26]=[C:25]([CH:29]2[CH2:34][CH2:33][NH:32][CH2:31][CH2:30]2)[CH:24]=1)=[O:21], predict the reaction product. The product is: [Cl:1][C:2]1[CH:3]=[C:4]([CH:14]=[C:15]([Cl:17])[CH:16]=1)[O:5][C:6]1[CH:7]=[C:8]([CH:11]=[CH:12][CH:13]=1)[CH2:9][N:32]1[CH2:33][CH2:34][CH:29]([C:25]2[CH:24]=[C:23]([NH:22][C:20](=[O:21])[CH:19]([CH3:18])[CH3:35])[CH:28]=[CH:27][CH:26]=2)[CH2:30][CH2:31]1. (2) The product is: [C:19]([C:16]1[CH:17]=[CH:18][C:13]([CH:8]=[O:9])=[CH:14][C:15]=1[Cl:23])([CH3:22])([CH3:21])[CH3:20]. Given the reactants C1(C2C=CC([CH:8]=[O:9])=CC=2)CC1.Br[C:13]1[CH:18]=[CH:17][C:16]([C:19]([CH3:22])([CH3:21])[CH3:20])=[C:15]([Cl:23])[CH:14]=1.[Li]CCCC.CN(C=O)C, predict the reaction product.